Dataset: Full USPTO retrosynthesis dataset with 1.9M reactions from patents (1976-2016). Task: Predict the reactants needed to synthesize the given product. (1) Given the product [C:45]([O:44][C:42]([N:8]1[CH2:9][CH2:10][C@@H:11]1[C:12]([OH:14])=[O:13])=[O:43])([CH3:48])([CH3:47])[CH3:46], predict the reactants needed to synthesize it. The reactants are: Cl[C@H]1CCNC1=O.[NH2:8][CH2:9][CH2:10][C@H:11](Cl)[C:12]([OH:14])=[O:13].[OH-].[Na+].O.O.O.O.O.O.O.O.[OH-].[Ba+2].[OH-].N1CC[C@@H]1C(O)=O.C(=O)([O-])[O-].[Na+].[Na+].[C:42](O[C:42]([O:44][C:45]([CH3:48])([CH3:47])[CH3:46])=[O:43])([O:44][C:45]([CH3:48])([CH3:47])[CH3:46])=[O:43]. (2) Given the product [Cl:31][C:32]1[CH:37]=[C:36]([NH:38][C:39]2[N:41]=[C:8]([C:6]3[CH:5]=[CH:4][N:3]=[C:2]([Cl:1])[CH:7]=3)[CH:9]=[CH:10][N:40]=2)[CH:35]=[CH:34][N:33]=1, predict the reactants needed to synthesize it. The reactants are: [Cl:1][C:2]1[CH:7]=[C:6]([C:8](=O)[CH:9]=[CH:10]N(C)C)[CH:5]=[CH:4][N:3]=1.[OH-].[Na+].FC(F)(F)C(O)=O.FC(F)(F)C(O)=O.[Cl:31][C:32]1[CH:37]=[C:36]([NH:38][C:39]([NH2:41])=[NH:40])[CH:35]=[CH:34][N:33]=1.